Dataset: Catalyst prediction with 721,799 reactions and 888 catalyst types from USPTO. Task: Predict which catalyst facilitates the given reaction. (1) Reactant: [F:1][C:2]1[CH:3]=[C:4]([C:8]2[C:17]3[C:12](=[CH:13][CH:14]=[CH:15][CH:16]=3)[C:11]([CH3:18])=[N:10][C:9]=2[C:19]([OH:21])=O)[CH:5]=[CH:6][CH:7]=1.F[P-](F)(F)(F)(F)F.[N:29]1([O:38][C:39](N(C)C)=[N+](C)C)[C:33]2C=CC=CC=2N=N1.C(N(CC)CC)C.Cl.CNOC. Product: [F:1][C:2]1[CH:3]=[C:4]([C:8]2[C:17]3[C:12](=[CH:13][CH:14]=[CH:15][CH:16]=3)[C:11]([CH3:18])=[N:10][C:9]=2[C:19]([N:29]([O:38][CH3:39])[CH3:33])=[O:21])[CH:5]=[CH:6][CH:7]=1. The catalyst class is: 9. (2) Reactant: [F:1][C:2]([F:14])([F:13])[C:3]([C:5]1[S:9][C:8]([C:10]([OH:12])=O)=[CH:7][CH:6]=1)=[O:4].N=C=N.[CH3:18][NH:19][CH2:20][C:21]1[CH:30]=[C:29]2[C:24]([CH:25]=[CH:26][CH:27]=[N:28]2)=[CH:23][CH:22]=1.C(=O)([O-])[O-].[N-]=C=O. Product: [CH3:18][N:19]([CH2:20][C:21]1[CH:30]=[C:29]2[C:24]([CH:25]=[CH:26][CH:27]=[N:28]2)=[CH:23][CH:22]=1)[C:10]([C:8]1[S:9][C:5]([C:3](=[O:4])[C:2]([F:1])([F:14])[F:13])=[CH:6][CH:7]=1)=[O:12]. The catalyst class is: 2. (3) Reactant: [CH3:1][O:2][C:3]1[N:8]=[C:7]2[C:9]([CH:12]=O)=[CH:10][NH:11][C:6]2=[CH:5][CH:4]=1.[OH:14][C:15]1[C:20]2[C:21](=[O:24])[CH2:22][O:23][C:19]=2[CH:18]=[C:17]([OH:25])[CH:16]=1.Cl. Product: [OH:14][C:15]1[C:20]2[C:21](=[O:24])/[C:22](=[CH:12]/[C:9]3[C:7]4=[N:8][C:3]([O:2][CH3:1])=[CH:4][CH:5]=[C:6]4[NH:11][CH:10]=3)/[O:23][C:19]=2[CH:18]=[C:17]([OH:25])[CH:16]=1. The catalyst class is: 14. (4) Reactant: Cl[C:2]1[CH:9]=[CH:8][C:5]([C:6]#[N:7])=[CH:4][N:3]=1.[OH:10][C:11]1[CH:19]=[CH:18][C:14]([C:15]([NH2:17])=[O:16])=[CH:13][CH:12]=1.C(=O)([O-])[O-].[K+].[K+].CC(N(C)C)=O. Product: [C:6]([C:5]1[CH:8]=[CH:9][C:2]([O:10][C:11]2[CH:19]=[CH:18][C:14]([C:15]([NH2:17])=[O:16])=[CH:13][CH:12]=2)=[N:3][CH:4]=1)#[N:7]. The catalyst class is: 11. (5) Reactant: [CH3:1][N:2]1[C:6]([CH3:7])=[C:5]([C:8](Cl)=[O:9])[C:4]([CH3:11])=[N:3]1.[CH2:12]([C:16]1[CH:17]=[C:18]([CH:20]=[CH:21][C:22]=1[C:23]([O:32][CH3:33])([C:28]([F:31])([F:30])[F:29])[C:24]([F:27])([F:26])[F:25])[NH2:19])[CH:13]([CH3:15])[CH3:14].C(N(CC)CC)C. Product: [CH2:12]([C:16]1[CH:17]=[C:18]([NH:19][C:8]([C:5]2[C:4]([CH3:11])=[N:3][N:2]([CH3:1])[C:6]=2[CH3:7])=[O:9])[CH:20]=[CH:21][C:22]=1[C:23]([O:32][CH3:33])([C:24]([F:27])([F:25])[F:26])[C:28]([F:29])([F:30])[F:31])[CH:13]([CH3:15])[CH3:14]. The catalyst class is: 54. (6) Reactant: [F:1][C:2]([F:23])([F:22])[C:3]1[CH:4]=[C:5]([C:9]2([CH:15]=[CH:16][C:17]([O:19][CH2:20][CH3:21])=[O:18])[CH2:14][CH2:13][O:12][CH2:11][CH2:10]2)[CH:6]=[CH:7][CH:8]=1. Product: [F:22][C:2]([F:1])([F:23])[C:3]1[CH:4]=[C:5]([C:9]2([CH2:15][CH2:16][C:17]([O:19][CH2:20][CH3:21])=[O:18])[CH2:10][CH2:11][O:12][CH2:13][CH2:14]2)[CH:6]=[CH:7][CH:8]=1. The catalyst class is: 865.